From a dataset of Forward reaction prediction with 1.9M reactions from USPTO patents (1976-2016). Predict the product of the given reaction. (1) Given the reactants [NH2:1][C:2]1[C:3]([N+:17]([O-])=O)=[C:4]2[C:13](=[CH:14][CH:15]=1)[C:12]1[CH:11]=[CH:10][CH:9]=[CH:8][C:7]=1[NH:6][C:5]2=[O:16].[C:20]([OH:26])([C:22]([F:25])([F:24])[F:23])=[O:21], predict the reaction product. The product is: [F:23][C:22]([F:25])([F:24])[C:20]([OH:26])=[O:21].[NH2:17][C:3]1[C:2]([NH2:1])=[CH:15][CH:14]=[C:13]2[C:4]=1[C:5](=[O:16])[NH:6][C:7]1[CH:8]=[CH:9][CH:10]=[CH:11][C:12]=12. (2) The product is: [Br:12][C:10]1[CH:11]=[C:2]([NH:1][CH2:33][C:30]2[NH:29][C:28]([CH2:24][CH2:25][CH2:26][CH3:27])=[N:32][CH:31]=2)[CH:3]=[C:4]2[C:9]=1[N:8]=[CH:7][C:6]([C:13]#[N:14])=[C:5]2[NH:15][C:16]1[CH:21]=[CH:20][C:19]([F:22])=[C:18]([Cl:23])[CH:17]=1. Given the reactants [NH2:1][C:2]1[CH:3]=[C:4]2[C:9](=[C:10]([Br:12])[CH:11]=1)[N:8]=[CH:7][C:6]([C:13]#[N:14])=[C:5]2[NH:15][C:16]1[CH:21]=[CH:20][C:19]([F:22])=[C:18]([Cl:23])[CH:17]=1.[CH2:24]([C:28]1[NH:29][C:30]([CH:33]=O)=[CH:31][N:32]=1)[CH2:25][CH2:26][CH3:27].[BH3-]C#N.[Na+], predict the reaction product. (3) Given the reactants CC1C=CC(S(O[CH2:12][CH:13]2[O:18][C:17]3[CH:19]=[C:20]([F:23])[CH:21]=[CH:22][C:16]=3[O:15][CH2:14]2)(=O)=O)=CC=1.[NH:24]1[CH2:29][CH2:28][O:27][CH2:26][CH2:25]1, predict the reaction product. The product is: [F:23][C:20]1[CH:21]=[CH:22][C:16]2[O:15][CH2:14][CH:13]([CH2:12][N:24]3[CH2:29][CH2:28][O:27][CH2:26][CH2:25]3)[O:18][C:17]=2[CH:19]=1. (4) Given the reactants [NH:1]([C:3](=O)[CH2:4][NH:5][C:6](=[O:15])[O:7][CH2:8][C:9]1[CH:14]=[CH:13][CH:12]=[CH:11][CH:10]=1)[NH2:2].[N:17]1[CH:22]=[CH:21][CH:20]=[CH:19][C:18]=1[C:23](=[NH:27])OCC.C(O)(=O)C, predict the reaction product. The product is: [N:17]1[CH:22]=[CH:21][CH:20]=[CH:19][C:18]=1[C:23]1[N:27]=[C:3]([CH2:4][NH:5][C:6](=[O:15])[O:7][CH2:8][C:9]2[CH:14]=[CH:13][CH:12]=[CH:11][CH:10]=2)[NH:1][N:2]=1. (5) Given the reactants Cl.Cl[CH2:3][C:4]1[CH:8]=[C:7]([CH3:9])[N:6]([CH3:10])[N:5]=1.[I:11][C:12]1[C:20]2[C:15](=[CH:16][CH:17]=[CH:18][C:19]=2[N+:21]([O-:23])=[O:22])[NH:14][N:13]=1.C([O-])([O-])=O.[K+].[K+], predict the reaction product. The product is: [CH3:10][N:6]1[C:7]([CH3:9])=[CH:8][C:4]([CH2:3][N:14]2[C:15]3[C:20](=[C:19]([N+:21]([O-:23])=[O:22])[CH:18]=[CH:17][CH:16]=3)[C:12]([I:11])=[N:13]2)=[N:5]1. (6) Given the reactants [F:1][C:2]1[C:7]([CH3:8])=[CH:6][CH:5]=[CH:4][C:3]=1[NH:9][C:10]1[N:15]2[N:16]=[CH:17][C:18]([C:19]([OH:21])=O)=[C:14]2[N:13]=[CH:12][C:11]=1[C:22]([N:24]1[CH2:29][CH2:28][C:27]2([C:33]3[CH:34]=[CH:35][CH:36]=[CH:37][C:32]=3[O:31][CH2:30]2)[CH2:26][CH2:25]1)=[O:23].[CH2:38]([S:40]([NH2:43])(=[O:42])=[O:41])[CH3:39], predict the reaction product. The product is: [F:1][C:2]1[C:7]([CH3:8])=[CH:6][CH:5]=[CH:4][C:3]=1[NH:9][C:10]1[N:15]2[N:16]=[CH:17][C:18]([C:19]([NH:43][S:40]([CH2:38][CH3:39])(=[O:42])=[O:41])=[O:21])=[C:14]2[N:13]=[CH:12][C:11]=1[C:22]([N:24]1[CH2:29][CH2:28][C:27]2([C:33]3[CH:34]=[CH:35][CH:36]=[CH:37][C:32]=3[O:31][CH2:30]2)[CH2:26][CH2:25]1)=[O:23].